Dataset: NCI-60 drug combinations with 297,098 pairs across 59 cell lines. Task: Regression. Given two drug SMILES strings and cell line genomic features, predict the synergy score measuring deviation from expected non-interaction effect. (1) Drug 1: CC(C)NC(=O)C1=CC=C(C=C1)CNNC.Cl. Drug 2: C1CCC(C(C1)N)N.C(=O)(C(=O)[O-])[O-].[Pt+4]. Cell line: SF-268. Synergy scores: CSS=1.74, Synergy_ZIP=-2.93, Synergy_Bliss=-3.03, Synergy_Loewe=-6.18, Synergy_HSA=-3.38. (2) Drug 1: CC1C(C(CC(O1)OC2CC(CC3=C2C(=C4C(=C3O)C(=O)C5=C(C4=O)C(=CC=C5)OC)O)(C(=O)CO)O)N)O.Cl. Drug 2: C1=CC(=C2C(=C1NCCNCCO)C(=O)C3=C(C=CC(=C3C2=O)O)O)NCCNCCO. Cell line: SK-MEL-5. Synergy scores: CSS=45.4, Synergy_ZIP=0.879, Synergy_Bliss=2.44, Synergy_Loewe=1.16, Synergy_HSA=6.03. (3) Drug 1: CS(=O)(=O)C1=CC(=C(C=C1)C(=O)NC2=CC(=C(C=C2)Cl)C3=CC=CC=N3)Cl. Drug 2: C1C(C(OC1N2C=NC3=C(N=C(N=C32)Cl)N)CO)O. Cell line: MDA-MB-231. Synergy scores: CSS=6.91, Synergy_ZIP=-5.71, Synergy_Bliss=-3.69, Synergy_Loewe=-14.3, Synergy_HSA=-3.84. (4) Drug 1: CC1=C2C(C(=O)C3(C(CC4C(C3C(C(C2(C)C)(CC1OC(=O)C(C(C5=CC=CC=C5)NC(=O)OC(C)(C)C)O)O)OC(=O)C6=CC=CC=C6)(CO4)OC(=O)C)OC)C)OC. Drug 2: CN(C)N=NC1=C(NC=N1)C(=O)N. Cell line: K-562. Synergy scores: CSS=21.4, Synergy_ZIP=-10.1, Synergy_Bliss=-19.6, Synergy_Loewe=-38.0, Synergy_HSA=-18.4. (5) Drug 1: C1CC(C1)(C(=O)O)C(=O)O.[NH2-].[NH2-].[Pt+2]. Drug 2: C1C(C(OC1N2C=NC3=C2NC=NCC3O)CO)O. Cell line: SK-MEL-28. Synergy scores: CSS=5.80, Synergy_ZIP=-0.0548, Synergy_Bliss=-2.13, Synergy_Loewe=-2.06, Synergy_HSA=-3.65. (6) Drug 1: CC1=C2C(C(=O)C3(C(CC4C(C3C(C(C2(C)C)(CC1OC(=O)C(C(C5=CC=CC=C5)NC(=O)OC(C)(C)C)O)O)OC(=O)C6=CC=CC=C6)(CO4)OC(=O)C)OC)C)OC. Drug 2: CC1=C(C(CCC1)(C)C)C=CC(=CC=CC(=CC(=O)O)C)C. Cell line: MDA-MB-231. Synergy scores: CSS=39.8, Synergy_ZIP=9.20, Synergy_Bliss=9.62, Synergy_Loewe=-16.6, Synergy_HSA=6.56.